Regression/Classification. Given a drug SMILES string, predict its toxicity properties. Task type varies by dataset: regression for continuous values (e.g., LD50, hERG inhibition percentage) or binary classification for toxic/non-toxic outcomes (e.g., AMES mutagenicity, cardiotoxicity, hepatotoxicity). Dataset: carcinogens_lagunin. From a dataset of Carcinogenicity classification data from Lagunin et al.. (1) The drug is c1cncc(C2=NCCC2)c1. The result is 0 (non-carcinogenic). (2) The molecule is CN1[C@@H]2CC(=O)C[C@H]1[C@H](O)C2. The result is 0 (non-carcinogenic). (3) The molecule is C[C@]12CC[C@H](O)C[C@H]1CC[C@@H]1[C@@H]2CC[C@]2(C)[C@@H](C3=CC(=O)OC3)CC[C@]12O. The result is 0 (non-carcinogenic). (4) The compound is CCC1(c2ccccc2)C(=O)N=C(O)NC1=O. The result is 1 (carcinogenic). (5) The drug is CC1=CC(=O)C2=C(C)CC[C@H]3[C@H](C)C(=O)O[C@@H]3[C@@H]12. The result is 0 (non-carcinogenic). (6) The drug is O=c1c(O)c(-c2ccc(O)cc2)oc2cc(O)cc(O)c12. The result is 0 (non-carcinogenic). (7) The molecule is CCCNN. The result is 1 (carcinogenic). (8) The result is 0 (non-carcinogenic). The drug is COc1cc(N)c(Cl)cc1C(=O)NC1CCN(Cc2ccccc2)CC1. (9) The molecule is Cn1c(-c2ccc3c(c2)OCO3)cc(=O)c2ccccc21. The result is 0 (non-carcinogenic). (10) The molecule is O=NCNc1ncnc2[nH]cnc12. The result is 1 (carcinogenic).